Dataset: Forward reaction prediction with 1.9M reactions from USPTO patents (1976-2016). Task: Predict the product of the given reaction. (1) Given the reactants Cl[C:2]1[N:3]=[C:4]([N:17]2[CH2:22][CH2:21][O:20][CH2:19][CH2:18]2)[C:5]2[S:10][C:9]([N:11]3[CH2:15][CH2:14][CH2:13][C:12]3=[O:16])=[CH:8][C:6]=2[N:7]=1.CC1(C)C(C)(C)OB([C:31]2[CH:39]=[CH:38][CH:37]=[C:36]3[C:32]=2[CH:33]=[N:34][NH:35]3)O1, predict the reaction product. The product is: [NH:35]1[C:36]2[C:32](=[C:31]([C:2]3[N:3]=[C:4]([N:17]4[CH2:22][CH2:21][O:20][CH2:19][CH2:18]4)[C:5]4[S:10][C:9]([N:11]5[CH2:15][CH2:14][CH2:13][C:12]5=[O:16])=[CH:8][C:6]=4[N:7]=3)[CH:39]=[CH:38][CH:37]=2)[CH:33]=[N:34]1. (2) Given the reactants C([O:4][C:5]1[CH:10]=[CH:9][CH:8]=[CH:7][C:6]=1[C:11](=[O:31])[NH:12][C:13]1[CH:14]=[C:15]2[C:19](=[CH:20][CH:21]=1)[N:18](C(=O)C)[N:17]=[C:16]2[C:25]1[CH:30]=[CH:29][CH:28]=[CH:27][CH:26]=1)(=O)C.N.Cl, predict the reaction product. The product is: [OH:4][C:5]1[CH:10]=[CH:9][CH:8]=[CH:7][C:6]=1[C:11]([NH:12][C:13]1[CH:14]=[C:15]2[C:19](=[CH:20][CH:21]=1)[NH:18][N:17]=[C:16]2[C:25]1[CH:26]=[CH:27][CH:28]=[CH:29][CH:30]=1)=[O:31]. (3) Given the reactants [Cl:1][C:2]1[CH:7]=[CH:6][C:5]([C:8]2[N:9]=[C:10]3[CH:15]=[CH:14][CH:13]=[CH:12][N:11]3[C:16]=2[CH2:17][C:18]2[N:22]=[C:21]([C:23]([NH:25]N)=[O:24])[O:20][N:19]=2)=[CH:4][CH:3]=1.ClC1C=CC(C2N=C3C=CC([F:42])=CN3C=2CC2N=C(C(OCC)=O)ON=2)=CC=1.N, predict the reaction product. The product is: [Cl:1][C:2]1[CH:7]=[CH:6][C:5]([C:8]2[N:9]=[C:10]3[CH:15]=[CH:14][C:13]([F:42])=[CH:12][N:11]3[C:16]=2[CH2:17][C:18]2[N:22]=[C:21]([C:23]([NH2:25])=[O:24])[O:20][N:19]=2)=[CH:4][CH:3]=1. (4) Given the reactants [C:1]([C:5]1[CH:11]=[CH:10][C:8]([NH2:9])=[CH:7][CH:6]=1)([CH3:4])([CH3:3])[CH3:2].[Cl:12][CH2:13][CH2:14][CH2:15][N:16]=[C:17]=[O:18], predict the reaction product. The product is: [C:1]([C:5]1[CH:6]=[CH:7][C:8]([NH:9][C:17]([NH:16][CH2:15][CH2:14][CH2:13][Cl:12])=[O:18])=[CH:10][CH:11]=1)([CH3:4])([CH3:2])[CH3:3].